Dataset: Reaction yield outcomes from USPTO patents with 853,638 reactions. Task: Predict the reaction yield, written as a fraction of the theoretical maximum amount of product (1.0 means a 100% yield; for example, 0.34 means a 34% yield). (1) The reactants are [F:1][C:2]1[CH:9]=[C:8]([F:10])[CH:7]=[C:6]([O:11][CH3:12])[C:3]=1[CH:4]=O.[NH2:13]OS(O)(=O)=O. The catalyst is O. The product is [F:1][C:2]1[CH:9]=[C:8]([F:10])[CH:7]=[C:6]([O:11][CH3:12])[C:3]=1[C:4]#[N:13]. The yield is 0.950. (2) The reactants are FC(F)(F)C([N:5]1[CH2:11][C@@H:10]([CH3:12])[C:9]2[CH:13]=[C:14]([Cl:17])[CH:15]=[CH:16][C:8]=2[CH2:7][CH2:6]1)=O.[OH-].[Na+].FC(F)(F)C(N)=O. The catalyst is CO. The product is [Cl:17][C:14]1[CH:15]=[CH:16][C:8]2[CH2:7][CH2:6][NH:5][CH2:11][C@@H:10]([CH3:12])[C:9]=2[CH:13]=1. The yield is 0.990. (3) The reactants are [NH:1]1[CH2:6][CH2:5][CH:4]([NH:7][C:8]([C:10]2[C:11]([C:15]3[NH:19][C:18]4[CH:20]=[CH:21][C:22]([C:24](O)=[O:25])=[CH:23][C:17]=4[N:16]=3)=[N:12][NH:13][CH:14]=2)=[O:9])[CH2:3][CH2:2]1.[CH3:27]CN=C=NCCCN(C)C.C1[CH:39]=[CH:40][C:41]2[N:46](O)N=N[C:42]=2[CH:43]=1.C(N(C(C)C)CC)(C)C.C1(N)CCCC1. The catalyst is CN(C=O)C.[Pd]. The product is [CH:41]1([NH:46][C:24]([C:22]2[CH:21]=[CH:20][C:18]3[N:19]=[C:15]([C:11]4[C:10]([C:8](=[O:9])[NH:7][CH:4]5[CH2:3][CH2:2][NH:1][CH2:6][CH2:5]5)=[C:14]([CH3:27])[NH:13][N:12]=4)[NH:16][C:17]=3[CH:23]=2)=[O:25])[CH2:40][CH2:39][CH2:43][CH2:42]1. The yield is 0.200. (4) The reactants are [CH2:1]([S:4]([NH:7][C@@H:8]([C:13]([NH:15][C@H:16]([C:27]([NH:29][CH2:30][C:31]1[CH:36]=[CH:35][C:34]([C:37]#[N:38])=[CH:33][CH:32]=1)=[O:28])[CH2:17][N:18](C(OC(C)(C)C)=O)[CH3:19])=[O:14])[C@@H:9]([CH2:11][CH3:12])[CH3:10])(=[O:6])=[O:5])[CH2:2][CH3:3]. The catalyst is FC(F)(F)C(O)=O. The product is [CH2:1]([S:4]([NH:7][C@@H:8]([C:13]([NH:15][C@H:16]([C:27]([NH:29][CH2:30][C:31]1[CH:32]=[CH:33][C:34]([C:37]#[N:38])=[CH:35][CH:36]=1)=[O:28])[CH2:17][NH:18][CH3:19])=[O:14])[C@@H:9]([CH2:11][CH3:12])[CH3:10])(=[O:6])=[O:5])[CH2:2][CH3:3]. The yield is 0.960. (5) The reactants are Br[CH2:2][C:3]1[CH:21]=[CH:20][C:6]([CH2:7][N:8]2[CH2:12][C@@H:11]([C:13]3[CH:18]=[CH:17][CH:16]=[CH:15][CH:14]=3)[O:10][C:9]2=[O:19])=[CH:5][CH:4]=1.[C:22]1([OH:28])[CH:27]=[CH:26][CH:25]=[CH:24][CH:23]=1.C(=O)([O-])[O-].[K+].[K+].[I-].[K+]. The catalyst is O.CC(=O)CC. The product is [O:28]([CH2:2][C:3]1[CH:21]=[CH:20][C:6]([CH2:7][N:8]2[CH2:12][C@@H:11]([C:13]3[CH:18]=[CH:17][CH:16]=[CH:15][CH:14]=3)[O:10][C:9]2=[O:19])=[CH:5][CH:4]=1)[C:22]1[CH:27]=[CH:26][CH:25]=[CH:24][CH:23]=1. The yield is 0.590. (6) The reactants are [N+:1]([C:4]1[CH:9]=[CH:8][CH:7]=[CH:6][C:5]=1[S:10]([NH:13][CH:14]1[C:23]2[N:22]=[CH:21][CH:20]=[CH:19][C:18]=2[CH2:17][CH2:16][CH2:15]1)(=[O:12])=[O:11])([O-:3])=[O:2].Cl[CH2:25][C:26]1[CH:41]=[CH:40][C:29]([C:30]([NH:32][CH2:33][C:34]2[CH:39]=[CH:38][CH:37]=[CH:36][N:35]=2)=[O:31])=[CH:28][CH:27]=1.C([O-])([O-])=O.[K+].[K+]. The catalyst is CC#N.C(OCC)(=O)C. The product is [N+:1]([C:4]1[CH:9]=[CH:8][CH:7]=[CH:6][C:5]=1[S:10]([N:13]([CH2:25][C:26]1[CH:27]=[CH:28][C:29]([C:30]([NH:32][CH2:33][C:34]2[CH:39]=[CH:38][CH:37]=[CH:36][N:35]=2)=[O:31])=[CH:40][CH:41]=1)[CH:14]1[C:23]2[N:22]=[CH:21][CH:20]=[CH:19][C:18]=2[CH2:17][CH2:16][CH2:15]1)(=[O:11])=[O:12])([O-:3])=[O:2]. The yield is 0.900.